The task is: Regression. Given two drug SMILES strings and cell line genomic features, predict the synergy score measuring deviation from expected non-interaction effect.. This data is from NCI-60 drug combinations with 297,098 pairs across 59 cell lines. (1) Drug 1: CCC1(CC2CC(C3=C(CCN(C2)C1)C4=CC=CC=C4N3)(C5=C(C=C6C(=C5)C78CCN9C7C(C=CC9)(C(C(C8N6C=O)(C(=O)OC)O)OC(=O)C)CC)OC)C(=O)OC)O.OS(=O)(=O)O. Drug 2: C1CN1C2=NC(=NC(=N2)N3CC3)N4CC4. Cell line: A498. Synergy scores: CSS=31.3, Synergy_ZIP=-6.32, Synergy_Bliss=-1.39, Synergy_Loewe=0.0848, Synergy_HSA=0.429. (2) Drug 1: CCN(CC)CCNC(=O)C1=C(NC(=C1C)C=C2C3=C(C=CC(=C3)F)NC2=O)C. Drug 2: N.N.Cl[Pt+2]Cl. Cell line: MOLT-4. Synergy scores: CSS=49.9, Synergy_ZIP=-2.18, Synergy_Bliss=-2.38, Synergy_Loewe=-5.72, Synergy_HSA=-1.02.